Dataset: Forward reaction prediction with 1.9M reactions from USPTO patents (1976-2016). Task: Predict the product of the given reaction. (1) Given the reactants C1(N)C(F)=C(F)C(F)=C(N)C=1F.[ClH:13].Cl.[CH3:15][O:16][C:17]1[CH:18]=[C:19]2[C:23](=[CH:24][CH:25]=1)[NH:22][CH:21]=[C:20]2[CH:26]1[CH2:31][CH2:30][N:29]([CH:32]2[CH2:37][CH2:36][C:35]([N:44]([CH3:46])[CH3:45])([C:38]3[CH:43]=[CH:42][CH:41]=[CH:40][CH:39]=3)[CH2:34][CH2:33]2)[CH2:28][CH2:27]1.[Cl:47][Si](C)(C)C, predict the reaction product. The product is: [ClH:47].[ClH:13].[CH3:15][O:16][C:17]1[CH:18]=[C:19]2[C:23](=[CH:24][CH:25]=1)[NH:22][CH:21]=[C:20]2[CH:26]1[CH2:27][CH2:28][N:29]([CH:32]2[CH2:33][CH2:34][C:35]([N:44]([CH3:45])[CH3:46])([C:38]3[CH:43]=[CH:42][CH:41]=[CH:40][CH:39]=3)[CH2:36][CH2:37]2)[CH2:30][CH2:31]1. (2) Given the reactants [O:1]=[C:2]1[C:7]2=[CH:8][CH:9]=[CH:10][N:6]2[N:5]=[C:4]([C@@H:11]([NH:21]C(=O)OC(C)(C)C)[CH2:12][CH2:13][O:14][C:15]2[CH:20]=[CH:19][CH:18]=[CH:17][CH:16]=2)[N:3]1[C:29]1[CH:34]=[CH:33][CH:32]=[CH:31][CH:30]=1.Cl.O1CCOCC1, predict the reaction product. The product is: [NH2:21][C@H:11]([C:4]1[N:3]([C:29]2[CH:30]=[CH:31][CH:32]=[CH:33][CH:34]=2)[C:2](=[O:1])[C:7]2=[CH:8][CH:9]=[CH:10][N:6]2[N:5]=1)[CH2:12][CH2:13][O:14][C:15]1[CH:16]=[CH:17][CH:18]=[CH:19][CH:20]=1. (3) Given the reactants C(O)(C(F)(F)F)=O.[OH:8][C:9]1[CH:18]=[C:17]2[C:12]([CH:13]=[CH:14][C:15]([O:19][CH2:20][CH2:21][CH2:22][NH:23]C(=O)OC(C)(C)C)=[CH:16]2)=[CH:11][C:10]=1[C:31]1[N:32]=[N:33][C:34]([N:37]([CH3:48])[CH:38]2[CH2:43][C:42]([CH3:45])([CH3:44])[NH:41][C:40]([CH3:47])([CH3:46])[CH2:39]2)=[CH:35][CH:36]=1, predict the reaction product. The product is: [NH2:23][CH2:22][CH2:21][CH2:20][O:19][C:15]1[CH:16]=[C:17]2[C:12]([CH:11]=[C:10]([C:31]3[N:32]=[N:33][C:34]([N:37]([CH3:48])[CH:38]4[CH2:43][C:42]([CH3:44])([CH3:45])[NH:41][C:40]([CH3:47])([CH3:46])[CH2:39]4)=[CH:35][CH:36]=3)[C:9]([OH:8])=[CH:18]2)=[CH:13][CH:14]=1. (4) Given the reactants [C:1]([C:5]1[N:10]=[C:9]([C:11]2[C:16]([CH3:17])=[CH:15][C:14]([CH3:18])=[CH:13][C:12]=2[CH3:19])[C:8]([C:20]([NH:22][S:23]([C:26]2[CH:31]=[CH:30][CH:29]=[C:28]([N+:32]([O-])=O)[CH:27]=2)(=[O:25])=[O:24])=[O:21])=[CH:7][CH:6]=1)([CH3:4])([CH3:3])[CH3:2], predict the reaction product. The product is: [NH2:32][C:28]1[CH:27]=[C:26]([S:23]([NH:22][C:20]([C:8]2[C:9]([C:11]3[C:12]([CH3:19])=[CH:13][C:14]([CH3:18])=[CH:15][C:16]=3[CH3:17])=[N:10][C:5]([C:1]([CH3:4])([CH3:3])[CH3:2])=[CH:6][CH:7]=2)=[O:21])(=[O:25])=[O:24])[CH:31]=[CH:30][CH:29]=1. (5) Given the reactants [Cl:1][C:2]1[CH:7]=[CH:6][CH:5]=[CH:4][C:3]=1[CH2:8][C:9]([C:11]1[CH:16]=[CH:15][C:14]([O:17][CH2:18][CH2:19][N:20]2[CH2:25][CH2:24][CH2:23][CH2:22][CH2:21]2)=[CH:13][CH:12]=1)=[O:10].[O:26]1[CH2:31][CH2:30][CH2:29][CH2:28][CH:27]1[O:32][CH2:33][CH2:34]I, predict the reaction product. The product is: [Cl:1][C:2]1[CH:7]=[CH:6][CH:5]=[CH:4][C:3]=1[CH:8]([CH2:34][CH2:33][O:32][CH:27]1[CH2:28][CH2:29][CH2:30][CH2:31][O:26]1)[C:9]([C:11]1[CH:16]=[CH:15][C:14]([O:17][CH2:18][CH2:19][N:20]2[CH2:21][CH2:22][CH2:23][CH2:24][CH2:25]2)=[CH:13][CH:12]=1)=[O:10].